Dataset: NCI-60 drug combinations with 297,098 pairs across 59 cell lines. Task: Regression. Given two drug SMILES strings and cell line genomic features, predict the synergy score measuring deviation from expected non-interaction effect. Drug 1: CC1=C2C(C(=O)C3(C(CC4C(C3C(C(C2(C)C)(CC1OC(=O)C(C(C5=CC=CC=C5)NC(=O)C6=CC=CC=C6)O)O)OC(=O)C7=CC=CC=C7)(CO4)OC(=O)C)O)C)OC(=O)C. Drug 2: C1=NNC2=C1C(=O)NC=N2. Cell line: HCT116. Synergy scores: CSS=25.8, Synergy_ZIP=-0.348, Synergy_Bliss=-6.33, Synergy_Loewe=-46.7, Synergy_HSA=-11.4.